From a dataset of Full USPTO retrosynthesis dataset with 1.9M reactions from patents (1976-2016). Predict the reactants needed to synthesize the given product. (1) Given the product [CH3:3][C:4]1[CH:17]=[C:7]2[C:8]([C@@H:12]3[CH2:14][C@H:13]3[CH2:15][NH:16][C:28]([CH:25]3[CH2:27][CH2:26]3)=[O:29])=[CH:9][CH:10]=[CH:11][N:6]2[N:5]=1, predict the reactants needed to synthesize it. The reactants are: Cl.Cl.[CH3:3][C:4]1[CH:17]=[C:7]2[C:8]([C@@H:12]3[CH2:14][C@H:13]3[CH2:15][NH2:16])=[CH:9][CH:10]=[CH:11][N:6]2[N:5]=1.C(N(CC)CC)C.[CH:25]1([C:28](Cl)=[O:29])[CH2:27][CH2:26]1.C(O)C. (2) Given the product [F:19][CH:20]([F:29])[C:21]([NH:9][C:3]1[C:2]([CH3:1])=[N:7][CH:6]=[C:5]([CH3:8])[N:4]=1)=[O:22], predict the reactants needed to synthesize it. The reactants are: [CH3:1][C:2]1[C:3]([NH2:9])=[N:4][C:5]([CH3:8])=[CH:6][N:7]=1.C(N(CC)C(C)C)(C)C.[F:19][CH:20]([F:29])[C:21](O[C:21](=[O:22])[CH:20]([F:29])[F:19])=[O:22]. (3) Given the product [CH3:9][C:3]([CH3:10])([CH2:2][C:17]1[S:18][CH:19]=[CH:20][N:21]=1)[C:4]([O:6][CH2:7][CH3:8])=[O:5], predict the reactants needed to synthesize it. The reactants are: I[CH2:2][C:3]([CH3:10])([CH3:9])[C:4]([O:6][CH2:7][CH3:8])=[O:5].[Li]CCCC.Br[C:17]1[S:18][CH:19]=[CH:20][N:21]=1.O. (4) Given the product [CH2:16]([C:15]1[N:11]([C:8]2[CH:9]=[CH:10][C:5]([S:2]([NH2:1])(=[O:3])=[O:4])=[CH:6][C:7]=2[F:26])[N:12]=[CH:13][N:14]=1)[C:17]1[CH:22]=[CH:21][CH:20]=[CH:19][CH:18]=1, predict the reactants needed to synthesize it. The reactants are: [NH2:1][S:2]([C:5]1[CH:10]=[CH:9][C:8]([N:11]2[C:15]([CH2:16][C:17]3[CH:22]=[CH:21][CH:20]=[CH:19][CH:18]=3)=[N:14][C:13](C(O)=O)=[N:12]2)=[C:7]([F:26])[CH:6]=1)(=[O:4])=[O:3]. (5) Given the product [F:18][C:15]([F:16])([F:17])[C@@:11]1([OH:14])[CH2:12][CH2:13][NH:8][CH2:9][C@@H:10]1[OH:19], predict the reactants needed to synthesize it. The reactants are: C([N:8]1[CH2:13][CH2:12][C@@:11]([C:15]([F:18])([F:17])[F:16])([OH:14])[C@@H:10]([OH:19])[CH2:9]1)C1C=CC=CC=1.[H][H].